From a dataset of Catalyst prediction with 721,799 reactions and 888 catalyst types from USPTO. Predict which catalyst facilitates the given reaction. (1) Reactant: [C:1]1([CH2:7][O:8][C:9]2[CH:10]=[C:11]3[C:15](=[CH:16][CH:17]=2)[N:14]([S:18]([C:21]2[CH:26]=[CH:25][CH:24]=[CH:23][CH:22]=2)(=[O:20])=[O:19])[CH:13]=[CH:12]3)[CH:6]=[CH:5][CH:4]=[CH:3][CH:2]=1.[Li][CH2:28][CH2:29][CH2:30]C.C(I)CC. Product: [C:1]1([CH2:7][O:8][C:9]2[CH:10]=[C:11]3[C:15](=[CH:16][CH:17]=2)[N:14]([S:18]([C:21]2[CH:26]=[CH:25][CH:24]=[CH:23][CH:22]=2)(=[O:20])=[O:19])[C:13]([CH2:28][CH2:29][CH3:30])=[CH:12]3)[CH:2]=[CH:3][CH:4]=[CH:5][CH:6]=1. The catalyst class is: 1. (2) Reactant: [CH2:1]([O:8][C:9]([N:11]1[CH:15]=[CH:14][CH2:13][CH2:12]1)=[O:10])[C:2]1[CH:7]=[CH:6][CH:5]=[CH:4][CH:3]=1.[CH2:16]([Zn]CC)C.ClCI. Product: [CH2:1]([O:8][C:9]([N:11]1[CH2:12][CH2:13][CH:14]2[CH:15]1[CH2:16]2)=[O:10])[C:2]1[CH:3]=[CH:4][CH:5]=[CH:6][CH:7]=1. The catalyst class is: 27. (3) Reactant: [F:1][C:2]1[CH:9]=[CH:8][CH:7]=[CH:6][C:3]=1[CH:4]=O.[CH3:10][O:11][C:12]1[CH:13]=[C:14]([CH:16]=[CH:17][CH:18]=1)[NH2:15]. Product: [F:1][C:2]1[CH:9]=[CH:8][CH:7]=[CH:6][C:3]=1[CH:4]=[N:15][C:14]1[CH:16]=[CH:17][CH:18]=[C:12]([O:11][CH3:10])[CH:13]=1. The catalyst class is: 8. (4) Product: [Cl:1][C:2]1[C:3]([F:31])=[C:4]([CH:8]2[CH:9]([C:28]([N:76]3[CH2:77][CH2:78][N:73]([CH2:72][C:71]([N:65]4[CH2:66][CH2:67][O:68][CH2:69][CH2:70]4)=[O:79])[CH2:74][CH2:75]3)=[O:30])[NH:10][CH:11]([CH2:23][C:24]([CH3:26])([CH3:25])[CH3:27])[C:12]2([C:15]2[CH:20]=[CH:19][C:18]([Cl:21])=[CH:17][C:16]=2[F:22])[C:13]#[N:14])[CH:5]=[CH:6][CH:7]=1. Reactant: [Cl:1][C:2]1[C:3]([F:31])=[C:4]([CH:8]2[C:12]([C:15]3[CH:20]=[CH:19][C:18]([Cl:21])=[CH:17][C:16]=3[F:22])([C:13]#[N:14])[CH:11]([CH2:23][C:24]([CH3:27])([CH3:26])[CH3:25])[NH:10][CH:9]2[C:28]([OH:30])=O)[CH:5]=[CH:6][CH:7]=1.CN(C(ON1N=NC2C=CC=NC1=2)=[N+](C)C)C.F[P-](F)(F)(F)(F)F.CCN(C(C)C)C(C)C.[N:65]1([C:71](=[O:79])[CH2:72][N:73]2[CH2:78][CH2:77][NH:76][CH2:75][CH2:74]2)[CH2:70][CH2:69][O:68][CH2:67][CH2:66]1. The catalyst class is: 2. (5) The catalyst class is: 12. Product: [Cl:27][C:14]1[CH:13]=[C:12]([NH:11][C:2]2[C:3]([O:8][CH2:9][CH3:10])=[N:4][CH:5]=[CH:6][CH:7]=2)[CH:26]=[CH:25][C:15]=1[C:16]([C:18]1[CH:23]=[CH:22][CH:21]=[CH:20][C:19]=1[CH3:24])=[O:17]. Reactant: Br[C:2]1[C:3]([O:8][CH2:9][CH3:10])=[N:4][CH:5]=[CH:6][CH:7]=1.[NH2:11][C:12]1[CH:26]=[CH:25][C:15]([C:16]([C:18]2[CH:23]=[CH:22][CH:21]=[CH:20][C:19]=2[CH3:24])=[O:17])=[C:14]([Cl:27])[CH:13]=1.C(O[Na])(C)(C)C. (6) Reactant: [CH3:1][C:2]1[O:3][C:4]2[C:9]([C:10](=[O:12])[CH:11]=1)=[CH:8][CH:7]=[CH:6][C:5]=2[CH:13]=[C:14]([C:20](=O)[CH3:21])[C:15]([O:17][CH2:18][CH3:19])=[O:16].[NH2:23][C:24]([C:28]([F:31])([F:30])[F:29])=[CH:25][C:26]#[N:27].CC(C)([O-])C.[K+]. Product: [C:26]([C:25]1[CH:13]([C:5]2[CH:6]=[CH:7][CH:8]=[C:9]3[C:4]=2[O:3][C:2]([CH3:1])=[CH:11][C:10]3=[O:12])[C:14]([C:15]([O:17][CH2:18][CH3:19])=[O:16])=[C:20]([CH3:21])[NH:23][C:24]=1[C:28]([F:31])([F:30])[F:29])#[N:27]. The catalyst class is: 41. (7) Reactant: [O:1]=[C:2]1[CH:7]=[C:6]([CH:8]2[CH2:13][CH2:12][N:11](C(OC(C)(C)C)=O)[CH2:10][CH2:9]2)[N:5]2[N:21]=[C:22]3[N:27]=[CH:26][CH:25]=[CH:24][C:23]3=[C:4]2[NH:3]1.[ClH:28]. Product: [ClH:28].[NH:11]1[CH2:12][CH2:13][CH:8]([C:6]2[N:5]3[N:21]=[C:22]4[N:27]=[CH:26][CH:25]=[CH:24][C:23]4=[C:4]3[NH:3][C:2](=[O:1])[CH:7]=2)[CH2:9][CH2:10]1. The catalyst class is: 71. (8) Reactant: [F:1][C:2]1[CH:18]=[C:17]([CH:19]=[CH2:20])[CH:16]=[CH:15][C:3]=1[O:4][C:5]1[CH:6]=[N:7][C:8]([C:11]([F:14])([F:13])[F:12])=[N:9][CH:10]=1.B1C2CCCC1CCC2.[OH-:30].[Na+].OO. Product: [F:1][C:2]1[CH:18]=[C:17]([CH2:19][CH2:20][OH:30])[CH:16]=[CH:15][C:3]=1[O:4][C:5]1[CH:10]=[N:9][C:8]([C:11]([F:12])([F:13])[F:14])=[N:7][CH:6]=1. The catalyst class is: 1. (9) Reactant: [C:1]([C:4]1[C:22](=[O:23])[C@@:8]2([CH3:24])[C:9]3[C:15]([OH:16])=[CH:14][C:13]([O:17][CH3:18])=[C:12]([C:19]([NH2:21])=[O:20])[C:10]=3[O:11][C:7]2=[CH:6][C:5]=1[OH:25])(=[O:3])[CH3:2].[CH2:26]([O:30][C:31]1[C:38]([CH3:39])=[C:37]([CH3:40])[C:34]([CH:35]=O)=[C:33]([CH3:41])[C:32]=1[CH3:42])[C:27]#[C:28][CH3:29].C([SiH](CC)CC)C.FC(F)(F)C(O)=O. Product: [C:1]([C:4]1[C:22](=[O:23])[C@@:8]2([CH3:24])[C:9]3[C:15]([OH:16])=[CH:14][C:13]([O:17][CH3:18])=[C:12]([C:19]([NH:21][CH2:35][C:34]4[C:37]([CH3:40])=[C:38]([CH3:39])[C:31]([O:30][CH2:26][C:27]#[C:28][CH3:29])=[C:32]([CH3:42])[C:33]=4[CH3:41])=[O:20])[C:10]=3[O:11][C:7]2=[CH:6][C:5]=1[OH:25])(=[O:3])[CH3:2]. The catalyst class is: 10. (10) Reactant: C([O:8][C:9]1[C:10]([C:30]([NH:32][CH2:33][C:34]([O:36][CH2:37][CH3:38])=[O:35])=[O:31])=[N:11][C:12]([CH2:16][CH:17]2[CH2:22][CH2:21][N:20]([C:23]3[CH:28]=[CH:27][CH:26]=[CH:25][C:24]=3[Cl:29])[CH2:19][CH2:18]2)=[N:13][C:14]=1[CH3:15])C1C=CC=CC=1.FC(F)(F)C(O)=O. Product: [Cl:29][C:24]1[CH:25]=[CH:26][CH:27]=[CH:28][C:23]=1[N:20]1[CH2:21][CH2:22][CH:17]([CH2:16][C:12]2[N:11]=[C:10]([C:30]([NH:32][CH2:33][C:34]([O:36][CH2:37][CH3:38])=[O:35])=[O:31])[C:9]([OH:8])=[C:14]([CH3:15])[N:13]=2)[CH2:18][CH2:19]1. The catalyst class is: 2.